From a dataset of Catalyst prediction with 721,799 reactions and 888 catalyst types from USPTO. Predict which catalyst facilitates the given reaction. (1) Reactant: [C:1]([C:3]1[C:11]2[C:6](=[CH:7][CH:8]=[C:9]([CH2:12][CH:13]3[CH2:15][CH:14]3[C:16]([OH:18])=O)[CH:10]=2)[NH:5][CH:4]=1)#[N:2].Cl.[CH3:20][N:21](C)[OH:22].Cl.[CH3:25]N(C)CCCN=C=NCC.C(N(CC)CC)C. Product: [CH3:25][O:22][N:21]([CH3:20])[C:16]([CH:14]1[CH2:15][CH:13]1[CH2:12][C:9]1[CH:10]=[C:11]2[C:6](=[CH:7][CH:8]=1)[NH:5][CH:4]=[C:3]2[C:1]#[N:2])=[O:18]. The catalyst class is: 4. (2) Reactant: [CH3:1][C:2]1[CH:18]=[CH:17][C:5]([CH2:6][O:7][CH2:8][C:9]2[O:13][N:12]=[C:11]([C:14]([OH:16])=O)[CH:10]=2)=[CH:4][CH:3]=1.C(N(CC)CC)C.Cl.C(N=C=NCCCN(C)C)C.ON1C2C=CC=CC=2N=N1.[O:48]1[CH2:52][CH2:51][CH:50]([CH2:53][NH2:54])[CH2:49]1. Product: [O:48]1[CH2:52][CH2:51][CH:50]([CH2:53][NH:54][C:14]([C:11]2[CH:10]=[C:9]([CH2:8][O:7][CH2:6][C:5]3[CH:4]=[CH:3][C:2]([CH3:1])=[CH:18][CH:17]=3)[O:13][N:12]=2)=[O:16])[CH2:49]1. The catalyst class is: 408. (3) Reactant: [CH3:1][C:2]1[C:7]([OH:8])=[C:6]([CH:9]=[O:10])[C:5]([CH2:11][OH:12])=[CH:4][N:3]=1.Cl.C(=O)(O)[O-].[Na+]. Product: [CH3:1][C:2]1[N:3]=[CH:4][C:5]([CH2:11][OH:12])=[C:6]([CH:9]=[O:10])[C:7]=1[OH:8]. The catalyst class is: 6.